Dataset: Full USPTO retrosynthesis dataset with 1.9M reactions from patents (1976-2016). Task: Predict the reactants needed to synthesize the given product. (1) Given the product [CH3:1][C:2]1[CH:3]=[C:4]([NH:5][C:18]2[C:27]3[C:22](=[CH:23][CH:24]=[C:25]([O:28][CH:29]4[CH2:34][CH2:33][NH:32][CH2:31][CH2:30]4)[CH:26]=3)[N:21]=[CH:20][N:19]=2)[CH:6]=[CH:7][C:8]=1[O:9][C:10]1[CH:11]=[N:12][C:13]([CH3:16])=[CH:14][CH:15]=1, predict the reactants needed to synthesize it. The reactants are: [CH3:1][C:2]1[CH:3]=[C:4]([CH:6]=[CH:7][C:8]=1[O:9][C:10]1[CH:11]=[N:12][C:13]([CH3:16])=[CH:14][CH:15]=1)[NH2:5].Cl[C:18]1[C:27]2[C:22](=[CH:23][CH:24]=[C:25]([O:28][CH:29]3[CH2:34][CH2:33][N:32](C(OC(C)(C)C)=O)[CH2:31][CH2:30]3)[CH:26]=2)[N:21]=[CH:20][N:19]=1. (2) Given the product [Cl:12][C:9]1[CH:10]=[CH:11][C:3]([OH:2])=[C:4]([C:5]([C:24]2[CH:25]=[CH:26][C:21]([CH2:19][CH3:20])=[CH:22][CH:23]=2)=[O:7])[CH:8]=1, predict the reactants needed to synthesize it. The reactants are: C[O:2][C:3]1[CH:11]=[CH:10][C:9]([Cl:12])=[CH:8][C:4]=1[C:5]([OH:7])=O.C(Cl)(=O)C(Cl)=O.[CH2:19]([C:21]1[CH:26]=[CH:25][CH:24]=[CH:23][CH:22]=1)[CH3:20].[Al+3].[Cl-].[Cl-].[Cl-].